From a dataset of Reaction yield outcomes from USPTO patents with 853,638 reactions. Predict the reaction yield, written as a fraction of the theoretical maximum amount of product (1.0 means a 100% yield; for example, 0.34 means a 34% yield). (1) The reactants are [CH2:1]([NH2:19])[CH2:2][CH2:3][CH2:4][CH2:5][CH2:6][CH2:7][CH2:8][CH2:9][CH2:10][CH2:11][CH2:12][CH2:13][CH2:14][CH2:15][CH2:16][CH2:17][CH3:18].[C:20]([CH2:22][C:23]([O:25]CC)=O)#N.[C:28](OCC)(=O)[CH2:29]C(C)=O.N1CCCCC1.Cl. The catalyst is O.CO.COCCOC.C1(C)C=CC=CC=1. The product is [CH2:1]([N:19]1[CH:29]=[CH:28][CH:20]=[CH:22][C:23]1=[O:25])[CH2:2][CH2:3][CH2:4][CH2:5][CH2:6][CH2:7][CH2:8][CH2:9][CH2:10][CH2:11][CH2:12][CH2:13][CH2:14][CH2:15][CH2:16][CH2:17][CH3:18]. The yield is 0.870. (2) The reactants are [C:1]([C:4]1[CH:12]=[CH:11][C:7]([C:8]([OH:10])=[O:9])=[CH:6][CH:5]=1)(=[S:3])[NH2:2].[CH3:13][CH2:14][C:15]([N:38]([CH3:40])[CH3:39])([C:32]1[CH:33]=[CH:34][CH:35]=[CH:36][CH:37]=1)[CH2:16][O:17][C:18]([C:20]1[CH:21]=[C:22]([O:30][CH3:31])[C:23]([O:28][CH3:29])=[C:24]([O:26][CH3:27])[CH:25]=1)=[O:19].O. The catalyst is C(O)C. The product is [C:1]([C:4]1[CH:12]=[CH:11][C:7]([C:8]([OH:10])=[O:9])=[CH:6][CH:5]=1)(=[S:3])[NH2:2].[CH3:40][N:38]([CH3:39])[C:15]([C:32]1[CH:37]=[CH:36][CH:35]=[CH:34][CH:33]=1)([CH2:14][CH3:13])[CH2:16][O:17][C:18](=[O:19])[C:20]1[CH:25]=[C:24]([O:26][CH3:27])[C:23]([O:28][CH3:29])=[C:22]([O:30][CH3:31])[CH:21]=1. The yield is 1.00. (3) The reactants are [C:1]([C:4]1[CH:9]=[CH:8][C:7]([S:10](Cl)(=[O:12])=[O:11])=[CH:6][CH:5]=1)(=[O:3])[CH3:2].[NH2:14][CH2:15][C:16]1[CH:17]=[N:18][CH:19]=[CH:20][CH:21]=1. The catalyst is O1CCCC1.O. The product is [C:1]([C:4]1[CH:9]=[CH:8][C:7]([S:10]([NH:14][CH2:15][C:16]2[CH:17]=[N:18][CH:19]=[CH:20][CH:21]=2)(=[O:12])=[O:11])=[CH:6][CH:5]=1)(=[O:3])[CH3:2]. The yield is 0.990. (4) The reactants are [OH-].[Na+].C([O:6][C:7]1[CH:12]=[CH:11][CH:10]=[C:9]([O:13][Si:14]([CH:21]([CH3:23])[CH3:22])([CH:18]([CH3:20])[CH3:19])[CH:15]([CH3:17])[CH3:16])[CH:8]=1)(=O)C. The catalyst is C1COCC1. The product is [CH3:20][CH:18]([Si:14]([CH:21]([CH3:23])[CH3:22])([O:13][C:9]1[CH:8]=[C:7]([OH:6])[CH:12]=[CH:11][CH:10]=1)[CH:15]([CH3:16])[CH3:17])[CH3:19]. The yield is 0.900.